From a dataset of Forward reaction prediction with 1.9M reactions from USPTO patents (1976-2016). Predict the product of the given reaction. (1) Given the reactants [CH3:1][O:2][C:3]1[CH:4]=[C:5]([CH:7]=[CH:8][C:9]=1[O:10][CH2:11][CH2:12][N:13]1[CH2:17][CH2:16][CH2:15][CH2:14]1)[NH2:6].C(N(CC)CC)C.[Cl:25][C:26]1[CH:34]=[CH:33][C:29]([C:30](Cl)=[O:31])=[C:28]([N+:35]([O-:37])=[O:36])[CH:27]=1, predict the reaction product. The product is: [Cl:25][C:26]1[CH:34]=[CH:33][C:29]([C:30]([NH:6][C:5]2[CH:7]=[CH:8][C:9]([O:10][CH2:11][CH2:12][N:13]3[CH2:17][CH2:16][CH2:15][CH2:14]3)=[C:3]([O:2][CH3:1])[CH:4]=2)=[O:31])=[C:28]([N+:35]([O-:37])=[O:36])[CH:27]=1. (2) Given the reactants [CH3:1][C:2]1[C:6]([N+:7]([O-])=O)=[CH:5][N:4]([CH2:10][C:11]#[N:12])[N:3]=1.[NH4+].[Cl-], predict the reaction product. The product is: [NH2:7][C:6]1[C:2]([CH3:1])=[N:3][N:4]([CH2:10][C:11]#[N:12])[CH:5]=1. (3) Given the reactants C(O)(C(F)(F)F)=O.[Cl:8][C:9]1[C:14]([O:15][CH3:16])=[CH:13][C:12]([O:17][CH3:18])=[C:11]([Cl:19])[C:10]=1[C:20]1[N:25]=[C:24]2[NH:26][N:27]=[C:28](I)[C:23]2=[CH:22][N:21]=1.[CH2:30]([N:32]1[CH2:40][C:39]2[C:34](=[N:35][CH:36]=[C:37](B3OC(C)(C)C(C)(C)O3)[CH:38]=2)[C:33]1=[O:50])[CH3:31], predict the reaction product. The product is: [Cl:8][C:9]1[C:14]([O:15][CH3:16])=[CH:13][C:12]([O:17][CH3:18])=[C:11]([Cl:19])[C:10]=1[C:20]1[N:25]=[C:24]2[NH:26][N:27]=[C:28]([C:37]3[CH:38]=[C:39]4[CH2:40][N:32]([CH2:30][CH3:31])[C:33](=[O:50])[C:34]4=[N:35][CH:36]=3)[C:23]2=[CH:22][N:21]=1. (4) Given the reactants [C:1]1([C:26]2[CH:31]=[CH:30][CH:29]=[CH:28][CH:27]=2)[CH:6]=[CH:5][C:4]([C:7]([N:11]2[CH2:16][CH2:15][CH:14]([CH2:17][NH:18][C:19](=[O:25])[O:20][C:21]([CH3:24])([CH3:23])[CH3:22])[CH2:13][CH2:12]2)([C:9]#N)[CH3:8])=[CH:3][CH:2]=1.C[Mg]Br.[Cl-].[NH4+], predict the reaction product. The product is: [C:1]1([C:26]2[CH:27]=[CH:28][CH:29]=[CH:30][CH:31]=2)[CH:2]=[CH:3][C:4]([C:7]([N:11]2[CH2:16][CH2:15][CH:14]([CH2:17][NH:18][C:19](=[O:25])[O:20][C:21]([CH3:24])([CH3:23])[CH3:22])[CH2:13][CH2:12]2)([CH3:8])[CH3:9])=[CH:5][CH:6]=1. (5) Given the reactants C1C=CC(N([S:8]([C:11]([F:14])([F:13])[F:12])(=[O:10])=[O:9])[S:8]([C:11]([F:14])([F:13])[F:12])(=[O:10])=[O:9])=CC=1.[CH3:22][C:23]1([CH2:27][O:28][C:29]2[CH:48]=[CH:47][C:32]3[N:33]([C:36]4[CH:45]=[CH:44][C:43]5[C:38](=[C:39]([OH:46])[CH:40]=[CH:41][CH:42]=5)[N:37]=4)[CH:34]=[N:35][C:31]=3[CH:30]=2)[CH2:26][O:25][CH2:24]1.C(N(CC)CC)C, predict the reaction product. The product is: [CH3:22][C:23]1([CH2:27][O:28][C:29]2[CH:48]=[CH:47][C:32]3[N:33]([C:36]4[CH:45]=[CH:44][C:43]5[C:38](=[C:39]([O:46][S:8]([C:11]([F:14])([F:13])[F:12])(=[O:10])=[O:9])[CH:40]=[CH:41][CH:42]=5)[N:37]=4)[CH:34]=[N:35][C:31]=3[CH:30]=2)[CH2:24][O:25][CH2:26]1. (6) Given the reactants ClC1C=C(C=CC=1[N+]([O-])=O)C[P:6](=[O:13])([O:10][CH2:11][CH3:12])[O:7][CH2:8][CH3:9].Cl[CH2:21][C:22]1[CH:23]=[C:24]([O:32][CH3:33])[C:25]([N+:29]([O-:31])=[O:30])=[C:26]([F:28])[CH:27]=1, predict the reaction product. The product is: [F:28][C:26]1[CH:27]=[C:22]([CH:23]=[C:24]([O:32][CH3:33])[C:25]=1[N+:29]([O-:31])=[O:30])[CH2:21][P:6](=[O:13])([O:10][CH2:11][CH3:12])[O:7][CH2:8][CH3:9].